From a dataset of Forward reaction prediction with 1.9M reactions from USPTO patents (1976-2016). Predict the product of the given reaction. (1) Given the reactants [N:1]1[C:5]2[CH:6]=[CH:7][CH:8]=[CH:9][C:4]=2[NH:3][C:2]=1[CH2:10][C:11]#[N:12].[F:13][CH:14]([C:20]([CH3:22])=O)[C:15](OCC)=[O:16].C([O-])(=O)C.[NH4+], predict the reaction product. The product is: [F:13][C:14]1[C:15](=[O:16])[N:3]2[C:2]([NH:1][C:5]3[CH:6]=[CH:7][CH:8]=[CH:9][C:4]=32)=[C:10]([C:11]#[N:12])[C:20]=1[CH3:22]. (2) Given the reactants [CH:1]1([C:7]([OH:9])=[O:8])[CH2:6][CH2:5][CH2:4][CH2:3][CH2:2]1.C(Cl)Cl.[CH3:13][C:14](=[CH2:16])[CH3:15].C([O-])(O)=O.[Na+], predict the reaction product. The product is: [C:14]([O:8][C:7]([CH:1]1[CH2:6][CH2:5][CH2:4][CH2:3][CH2:2]1)=[O:9])([CH3:16])([CH3:15])[CH3:13]. (3) Given the reactants C[O:2][C:3]([C@@H:5]1[CH2:9][C@@H:8]([S:10]([C:13]2[CH:18]=[CH:17][C:16]([F:19])=[CH:15][C:14]=2[Cl:20])(=[O:12])=[O:11])[CH2:7][N:6]1[C:21]1[N:25]([CH2:26][CH2:27][C:28]2[CH:33]=[CH:32][CH:31]=[CH:30][CH:29]=2)[N:24]=[C:23]([CH3:34])[CH:22]=1)=[O:4].[OH-].[Li+], predict the reaction product. The product is: [Cl:20][C:14]1[CH:15]=[C:16]([F:19])[CH:17]=[CH:18][C:13]=1[S:10]([C@H:8]1[CH2:7][N:6]([C:21]2[N:25]([CH2:26][CH2:27][C:28]3[CH:29]=[CH:30][CH:31]=[CH:32][CH:33]=3)[N:24]=[C:23]([CH3:34])[CH:22]=2)[C@H:5]([C:3]([OH:4])=[O:2])[CH2:9]1)(=[O:12])=[O:11]. (4) Given the reactants Br[CH2:2][C:3]1[CH:8]=[CH:7][C:6]([Cl:9])=[CH:5][CH:4]=1.[Br:10][C:11]1[CH:12]=[CH:13][C:14]([OH:20])=[C:15]([CH:19]=1)[C:16]([OH:18])=[O:17].C(=O)([O-])[O-].[K+].[K+], predict the reaction product. The product is: [Br:10][C:11]1[CH:12]=[CH:13][C:14]([O:20][CH2:2][C:3]2[CH:8]=[CH:7][C:6]([Cl:9])=[CH:5][CH:4]=2)=[C:15]([CH:19]=1)[C:16]([O:18][CH2:2][C:3]1[CH:8]=[CH:7][C:6]([Cl:9])=[CH:5][CH:4]=1)=[O:17].